This data is from Forward reaction prediction with 1.9M reactions from USPTO patents (1976-2016). The task is: Predict the product of the given reaction. (1) The product is: [Cl:1][C:2]1[CH:10]=[CH:9][C:8]2[N:7]([CH2:22][CH:21]([C:23]3[CH:28]=[CH:27][N:26]=[CH:25][CH:24]=3)[OH:20])[C:6]3[CH2:11][CH2:12][N:13]4[C@@H:17]([C:5]=3[C:4]=2[CH:3]=1)[CH2:16][CH2:15][CH2:14]4. Given the reactants [Cl:1][C:2]1[CH:10]=[CH:9][C:8]2[NH:7][C:6]3[CH2:11][CH2:12][N:13]4[C@@H:17]([C:5]=3[C:4]=2[CH:3]=1)[CH2:16][CH2:15][CH2:14]4.[H-].[Na+].[O:20]1[CH2:22][CH:21]1[C:23]1[CH:28]=[CH:27][N:26]=[CH:25][CH:24]=1, predict the reaction product. (2) Given the reactants [OH:1][N:2]1[C:7]([CH3:9])([CH3:8])[CH2:6][CH:5](O)[CH2:4][C:3]1([CH3:12])[CH3:11].N(OC(C)(C)C)=O.[CH2:20]([O:23][C:24]1[CH:30]=[CH:29][CH:28]=[CH:27][C:25]=1N)[CH:21]=[CH2:22], predict the reaction product. The product is: [O:23]1[C:24]2[CH:30]=[CH:29][CH:28]=[CH:27][C:25]=2[CH:21]([CH2:22][O:1][N:2]2[C:7]([CH3:9])([CH3:8])[CH2:6][CH2:5][CH2:4][C:3]2([CH3:12])[CH3:11])[CH2:20]1. (3) Given the reactants Cl[C:2]1[C:7]2[S:8][C:9]3[N:10]=[C:11]([N:21]4[CH2:26][CH2:25][O:24][CH2:23][CH2:22]4)[C:12]4[CH2:13][CH2:14][C:15]([CH3:20])([CH3:19])[CH2:16][C:17]=4[C:18]=3[C:6]=2[N:5]=[CH:4][N:3]=1.[N:27]1([CH2:33][CH2:34][NH2:35])[CH2:32][CH2:31][O:30][CH2:29][CH2:28]1, predict the reaction product. The product is: [CH3:19][C:15]1([CH3:20])[CH2:14][CH2:13][C:12]2[C:11]([N:21]3[CH2:26][CH2:25][O:24][CH2:23][CH2:22]3)=[N:10][C:9]3[S:8][C:7]4[C:6](=[N:5][CH:4]=[N:3][C:2]=4[NH:35][CH2:34][CH2:33][N:27]4[CH2:32][CH2:31][O:30][CH2:29][CH2:28]4)[C:18]=3[C:17]=2[CH2:16]1. (4) Given the reactants C(OC([N:8]1[CH2:13][CH2:12][CH:11]([N:14]2[CH:18]=[C:17]([C:19]3[CH:20]=[N:21][C:22]([NH2:37])=[C:23]([O:25][C@@H:26]([C:28]4[C:33]([Cl:34])=[CH:32][CH:31]=[C:30]([F:35])[C:29]=4[Cl:36])[CH3:27])[CH:24]=3)[CH:16]=[N:15]2)[CH2:10][CH2:9]1)=O)(C)(C)C.[O:38]1CCOCC1, predict the reaction product. The product is: [C:26]([OH:38])(=[O:25])[CH3:28].[Cl:36][C:29]1[C:30]([F:35])=[CH:31][CH:32]=[C:33]([Cl:34])[C:28]=1[C@H:26]([O:25][C:23]1[C:22]([NH2:37])=[N:21][CH:20]=[C:19]([C:17]2[CH:16]=[N:15][N:14]([CH:11]3[CH2:12][CH2:13][NH:8][CH2:9][CH2:10]3)[CH:18]=2)[CH:24]=1)[CH3:27]. (5) Given the reactants [CH3:1][C:2]([CH3:34])([CH3:33])[CH2:3][CH2:4][C:5]1([CH3:32])[C:14]2[C:9](=[CH:10][CH:11]=[CH:12][CH:13]=2)[C:8]([OH:15])=[C:7]([C:16]2[N:17]=[S:18]([CH3:30])(=[O:29])[C:19]3[CH:25]=[C:24]([N+:26]([O-])=O)[CH:23]=[CH:22][C:20]=3[N:21]=2)[C:6]1=[O:31].NN, predict the reaction product. The product is: [NH2:26][C:24]1[CH:23]=[CH:22][C:20]2[N:21]=[C:16]([C:7]3[C:6](=[O:31])[C:5]([CH2:4][CH2:3][C:2]([CH3:1])([CH3:33])[CH3:34])([CH3:32])[C:14]4[C:9]([C:8]=3[OH:15])=[CH:10][CH:11]=[CH:12][CH:13]=4)[N:17]=[S:18]([CH3:30])(=[O:29])[C:19]=2[CH:25]=1.